Regression. Given a peptide amino acid sequence and an MHC pseudo amino acid sequence, predict their binding affinity value. This is MHC class I binding data. From a dataset of Peptide-MHC class I binding affinity with 185,985 pairs from IEDB/IMGT. (1) The peptide sequence is EEDAAVDDL. The MHC is HLA-A31:01 with pseudo-sequence HLA-A31:01. The binding affinity (normalized) is 0.0847. (2) The peptide sequence is VGNFYVKF. The MHC is Mamu-B52 with pseudo-sequence Mamu-B52. The binding affinity (normalized) is 0.905. (3) The peptide sequence is SVPEPAAGI. The MHC is HLA-A30:01 with pseudo-sequence HLA-A30:01. The binding affinity (normalized) is 0.155. (4) The peptide sequence is NLPSKPVWL. The MHC is HLA-A01:01 with pseudo-sequence HLA-A01:01. The binding affinity (normalized) is 0.0847. (5) The peptide sequence is SYSLFDMSKF. The MHC is HLA-A30:02 with pseudo-sequence HLA-A30:02. The binding affinity (normalized) is 0.386. (6) The peptide sequence is YEFLQPILL. The MHC is Mamu-B17 with pseudo-sequence Mamu-B17. The binding affinity (normalized) is 0.0458. (7) The MHC is HLA-A32:01 with pseudo-sequence HLA-A32:01. The binding affinity (normalized) is 0. The peptide sequence is GSAKLQWFVE. (8) The peptide sequence is SSDLKKLMH. The MHC is HLA-B07:02 with pseudo-sequence HLA-B07:02. The binding affinity (normalized) is 0. (9) The peptide sequence is KANPDVTLV. The MHC is HLA-B27:05 with pseudo-sequence HLA-B27:05. The binding affinity (normalized) is 0.